From a dataset of Catalyst prediction with 721,799 reactions and 888 catalyst types from USPTO. Predict which catalyst facilitates the given reaction. (1) Reactant: [CH2:1]([S:7][CH2:8][CH2:9][C:10]([O:12][CH2:13][CH2:14][CH2:15][CH2:16][CH2:17][CH2:18][CH2:19][CH2:20][CH2:21][CH2:22][CH2:23][CH2:24][CH2:25][CH2:26][CH2:27][CH2:28][CH2:29][CH3:30])=[O:11])/[CH:2]=[CH:3]/[CH:4]=[CH:5]/[CH3:6].C(NCCS)(=O)C.C(NCCS)(=O)C.C(N(CC)CC)C. Product: [CH2:1]([S:7][CH2:8][CH2:9][C:10]([O:12][CH2:13][CH2:14][CH2:15][CH2:16][CH2:17][CH2:18][CH2:19][CH2:20][CH2:21][CH2:22][CH2:23][CH2:24][CH2:25][CH2:26][CH2:27][CH2:28][CH2:29][CH3:30])=[O:11])/[CH:2]=[CH:3]/[CH:4]=[CH:5]/[CH3:6]. The catalyst class is: 22. (2) Reactant: O.[PH2:2]([O-:4])=[O:3].[Na+].[CH2:6]=[CH2:7].[C:8](OOC(=O)[C:19]1[CH:24]=CC=CC=1)(=O)[C:9]1C=CC=CC=1.O.O.O.O.O.O.O.O.O.[N+]([O-])([O-])=O.[Al+3:39].[N+]([O-])([O-])=O.[N+]([O-])([O-])=O. Product: [CH2:8]([P:2]([CH2:6][CH3:7])(=[O:4])[O-:3])[CH3:9].[Al+3:39].[CH2:6]([P:2]([CH2:24][CH3:19])(=[O:4])[O-:3])[CH3:7].[CH2:8]([P:2]([CH2:6][CH3:7])(=[O:4])[O-:3])[CH3:9]. The catalyst class is: 6. (3) Reactant: [OH:1][CH:2]1[C:7]2([C:12](=O)[NH:11][CH2:10][CH2:9][CH2:8]2)[CH2:6][N:5]([CH3:14])[CH2:4][CH2:3]1.[H-].[H-].[H-].[H-].[Li+].[Al+3].[H][H].[OH-].[Na+]. Product: [CH3:14][N:5]1[CH2:4][CH2:3][CH:2]([OH:1])[C:7]2([CH2:8][CH2:9][CH2:10][NH:11][CH2:12]2)[CH2:6]1. The catalyst class is: 30. (4) Reactant: [CH3:1][O:2][C:3]1[C:8]2[NH:9][C:10]([C:12]3[S:13][CH:14]=[CH:15][CH:16]=3)=[N:11][C:7]=2[C:6]([C:17]([O-:19])=O)=[CH:5][CH:4]=1.[H-].[Na+].Cl[C:23]1[CH:28]=[CH:27][C:26]([C:29]([F:32])([F:31])[F:30])=[CH:25][N:24]=1. Product: [CH3:1][O:2][C:3]1[C:8]2[NH:9][C:10]([C:12]3[S:13][CH:14]=[CH:15][CH:16]=3)=[N:11][C:7]=2[C:6]([C:17]([NH:9][CH2:8][CH2:3][O:2][C:23]2[CH:28]=[CH:27][C:26]([C:29]([F:32])([F:31])[F:30])=[CH:25][N:24]=2)=[O:19])=[CH:5][CH:4]=1. The catalyst class is: 3. (5) Reactant: [Cl:1][C:2]1[CH:7]=[CH:6][CH:5]=[C:4]([F:8])[C:3]=1[C@H:9]1[N:14]2[N:15]=[CH:16][N:17]=[C:13]2[NH:12][C@@H:11]([C:18]2[CH:23]=[CH:22][C:21]([Cl:24])=[CH:20][CH:19]=2)[CH2:10]1.O. Product: [Cl:1][C:2]1[CH:7]=[CH:6][CH:5]=[C:4]([F:8])[C:3]=1[C@H:9]1[N:14]2[N:15]=[CH:16][N:17]=[C:13]2[NH:12][C@@H:11]([C:18]2[CH:23]=[CH:22][C:21]([Cl:24])=[CH:20][CH:19]=2)[CH2:10]1.[Cl:1][C:2]1[CH:7]=[CH:6][CH:5]=[C:4]([F:8])[C:3]=1[C@@H:9]1[N:14]2[N:15]=[CH:16][N:17]=[C:13]2[NH:12][C@H:11]([C:18]2[CH:23]=[CH:22][C:21]([Cl:24])=[CH:20][CH:19]=2)[CH2:10]1. The catalyst class is: 14.